Dataset: Catalyst prediction with 721,799 reactions and 888 catalyst types from USPTO. Task: Predict which catalyst facilitates the given reaction. (1) Reactant: [OH-].[Na+].C[O:4][C:5](=[O:51])[C:6]1[CH:11]=[C:10]([CH2:12][N:13]2[CH2:19][CH2:18][CH2:17][C@H:16]([N:20]([CH2:27][C:28]3[CH:33]=[C:32]([C:34]([F:37])([F:36])[F:35])[CH:31]=[C:30]([C:38]([F:41])([F:40])[F:39])[CH:29]=3)[C:21]3[N:22]=[N:23][N:24]([CH3:26])[N:25]=3)[C:15]3[CH:42]=[C:43]([CH3:50])[C:44]([C:46]([F:49])([F:48])[F:47])=[CH:45][C:14]2=3)[CH:9]=[N:8][CH:7]=1.[ClH:52]. Product: [ClH:52].[F:41][C:38]([F:39])([F:40])[C:30]1[CH:29]=[C:28]([CH:33]=[C:32]([C:34]([F:35])([F:36])[F:37])[CH:31]=1)[CH2:27][N:20]([C:21]1[N:22]=[N:23][N:24]([CH3:26])[N:25]=1)[C@H:16]1[CH2:17][CH2:18][CH2:19][N:13]([CH2:12][C:10]2[CH:9]=[N:8][CH:7]=[C:6]([CH:11]=2)[C:5]([OH:51])=[O:4])[C:14]2[CH:45]=[C:44]([C:46]([F:47])([F:48])[F:49])[C:43]([CH3:50])=[CH:42][C:15]1=2. The catalyst class is: 5. (2) Reactant: [F:1][C:2]1[CH:7]=[CH:6][C:5]([CH:8]2[C:12]3([CH2:17][CH2:16][CH2:15][N:14]([C:18]([O:20][C:21]([CH3:24])([CH3:23])[CH3:22])=[O:19])[CH2:13]3)[C:11](=[O:25])[NH:10][CH2:9]2)=[CH:4][CH:3]=1.[H-].[Na+].Br[CH2:29][C:30]1[CH:34]=[C:33]([CH3:35])[O:32][N:31]=1. Product: [F:1][C:2]1[CH:7]=[CH:6][C:5]([CH:8]2[C:12]3([CH2:17][CH2:16][CH2:15][N:14]([C:18]([O:20][C:21]([CH3:22])([CH3:24])[CH3:23])=[O:19])[CH2:13]3)[C:11](=[O:25])[N:10]([CH2:29][C:30]3[CH:34]=[C:33]([CH3:35])[O:32][N:31]=3)[CH2:9]2)=[CH:4][CH:3]=1. The catalyst class is: 3.